From a dataset of Reaction yield outcomes from USPTO patents with 853,638 reactions. Predict the reaction yield, written as a fraction of the theoretical maximum amount of product (1.0 means a 100% yield; for example, 0.34 means a 34% yield). (1) The reactants are [CH:1]([P:3](=[O:17])([CH:15]=[CH2:16])[C:4]1[CH:9]=[CH:8][C:7]([N+:10]([O-:12])=[O:11])=[C:6]([O:13][CH3:14])[CH:5]=1)=[CH2:2].Cl.[CH2:19]([NH2:21])[CH3:20].[OH-].[Na+].C(N)C1C=CC=CC=1. The yield is 0.460. The catalyst is C1COCC1. The product is [CH2:19]([N:21]1[CH2:16][CH2:15][P:3](=[O:17])([C:4]2[CH:9]=[CH:8][C:7]([N+:10]([O-:12])=[O:11])=[C:6]([O:13][CH3:14])[CH:5]=2)[CH2:1][CH2:2]1)[CH3:20]. (2) The reactants are Cl.[NH2:2][CH2:3][CH:4]([OH:13])[CH2:5][O:6][C:7]1[CH:12]=[CH:11][CH:10]=[CH:9][CH:8]=1.C(N(CC)CC)C.[C:21](O[C:21]([O:23][C:24]([CH3:27])([CH3:26])[CH3:25])=[O:22])([O:23][C:24]([CH3:27])([CH3:26])[CH3:25])=[O:22]. The catalyst is ClCCl. The product is [OH:13][CH:4]([CH2:5][O:6][C:7]1[CH:12]=[CH:11][CH:10]=[CH:9][CH:8]=1)[CH2:3][NH:2][C:21](=[O:22])[O:23][C:24]([CH3:27])([CH3:26])[CH3:25]. The yield is 1.00. (3) The reactants are [F:1][C:2]1[CH:15]=[C:14]([N+:16]([O-:18])=[O:17])[CH:13]=[CH:12][C:3]=1[O:4][C:5]1[N:10]=[CH:9][N:8]=[C:7]([NH2:11])[CH:6]=1.[CH2:19]([N:21]([CH2:24]C)CC)C.ClC(O[C:30]1[CH:35]=[CH:34][CH:33]=[CH:32]C=1)=O.CNC1CC[N:41]([CH:44]2[CH2:47][N:46]([CH3:48])[CH2:45]2)CC1.[O:49]1CCCC1. The catalyst is CCCCCC.CN(C)C=O. The product is [F:1][C:2]1[CH:15]=[C:14]([N+:16]([O-:18])=[O:17])[CH:13]=[CH:12][C:3]=1[O:4][C:5]1[N:10]=[CH:9][N:8]=[C:7]([NH:11][C:19](=[O:49])[N:21]([CH3:24])[CH:34]2[CH2:33][CH2:32][N:41]([CH:44]3[CH2:45][N:46]([CH3:48])[CH2:47]3)[CH2:30][CH2:35]2)[CH:6]=1. The yield is 0.420. (4) The reactants are C(Cl)(=O)C(Cl)=O.CS(C)=O.[Cl:11][C:12]1[CH:17]=[CH:16][C:15]([NH:18][C:19]([CH:21]2[CH2:26][CH:25]([OH:27])[CH2:24][N:23]([C:28]([O:30][C:31]([CH3:34])([CH3:33])[CH3:32])=[O:29])[CH2:22]2)=[O:20])=[CH:14][CH:13]=1.C(=O)(O)[O-].[Na+]. The catalyst is ClCCl.C(N(CC)CC)C. The product is [Cl:11][C:12]1[CH:13]=[CH:14][C:15]([NH:18][C:19]([CH:21]2[CH2:26][C:25](=[O:27])[CH2:24][N:23]([C:28]([O:30][C:31]([CH3:34])([CH3:33])[CH3:32])=[O:29])[CH2:22]2)=[O:20])=[CH:16][CH:17]=1. The yield is 0.580.